From a dataset of Full USPTO retrosynthesis dataset with 1.9M reactions from patents (1976-2016). Predict the reactants needed to synthesize the given product. Given the product [CH2:1]([O:4][C:5]1([CH3:39])[CH2:10][CH2:9][N:8]([C:11]2[N:16]3[N:17]=[C:18]([C:20]4[CH:21]=[C:22]([C:44]5[CH:45]=[CH:46][C:41]([F:40])=[CH:42][C:43]=5[OH:50])[CH:23]=[CH:24][CH:25]=4)[CH:19]=[C:15]3[N:14]=[C:13]([CH3:27])[C:12]=2[C@H:28]([O:34][C:35]([CH3:38])([CH3:37])[CH3:36])[C:29]([O:31][CH2:32][CH3:33])=[O:30])[CH2:7][CH2:6]1)[CH:2]=[CH2:3], predict the reactants needed to synthesize it. The reactants are: [CH2:1]([O:4][C:5]1([CH3:39])[CH2:10][CH2:9][N:8]([C:11]2[N:16]3[N:17]=[C:18]([C:20]4[CH:25]=[CH:24][CH:23]=[C:22](Br)[CH:21]=4)[CH:19]=[C:15]3[N:14]=[C:13]([CH3:27])[C:12]=2[C@H:28]([O:34][C:35]([CH3:38])([CH3:37])[CH3:36])[C:29]([O:31][CH2:32][CH3:33])=[O:30])[CH2:7][CH2:6]1)[CH:2]=[CH2:3].[F:40][C:41]1[CH:46]=[CH:45][C:44](B(O)O)=[C:43]([OH:50])[CH:42]=1.CN(C=O)C.C([O-])([O-])=O.[Na+].[Na+].